From a dataset of Peptide-MHC class I binding affinity with 185,985 pairs from IEDB/IMGT. Regression. Given a peptide amino acid sequence and an MHC pseudo amino acid sequence, predict their binding affinity value. This is MHC class I binding data. (1) The peptide sequence is RYDKSAADL. The MHC is HLA-B39:01 with pseudo-sequence HLA-B39:01. The binding affinity (normalized) is 0.0847. (2) The peptide sequence is ETACLGKAY. The MHC is HLA-B58:01 with pseudo-sequence HLA-B58:01. The binding affinity (normalized) is 0.0847. (3) The peptide sequence is LLKTRFRGL. The MHC is HLA-B07:02 with pseudo-sequence HLA-B07:02. The binding affinity (normalized) is 0.0847. (4) The peptide sequence is EEMPLVWDL. The MHC is BoLA-T2b with pseudo-sequence BoLA-T2b. The binding affinity (normalized) is 0.572. (5) The peptide sequence is SGFMPKCSK. The MHC is HLA-A11:01 with pseudo-sequence HLA-A11:01. The binding affinity (normalized) is 0.429. (6) The binding affinity (normalized) is 0.0847. The peptide sequence is ETDDYMFFV. The MHC is HLA-A02:50 with pseudo-sequence HLA-A02:50.